Dataset: Catalyst prediction with 721,799 reactions and 888 catalyst types from USPTO. Task: Predict which catalyst facilitates the given reaction. Reactant: [Br:1]N1C(=O)CCC1=O.[CH2:9]([N:13]([CH2:20][CH2:21][CH2:22][CH3:23])[C:14]1[CH:19]=[CH:18][CH:17]=[CH:16][CH:15]=1)[CH2:10][CH2:11][CH3:12].O. Product: [Br:1][C:17]1[CH:18]=[CH:19][C:14]([N:13]([CH2:20][CH2:21][CH2:22][CH3:23])[CH2:9][CH2:10][CH2:11][CH3:12])=[CH:15][CH:16]=1. The catalyst class is: 3.